This data is from Reaction yield outcomes from USPTO patents with 853,638 reactions. The task is: Predict the reaction yield, written as a fraction of the theoretical maximum amount of product (1.0 means a 100% yield; for example, 0.34 means a 34% yield). (1) The reactants are Cl[C:2]1[N:7]=[C:6]([NH:8][C:9]2[CH:14]=[CH:13][C:12]([N:15]3[CH2:20][CH2:19][O:18][CH2:17][CH2:16]3)=[CH:11][C:10]=2[O:21][CH3:22])[C:5]([Cl:23])=[CH:4][N:3]=1.[CH3:24][O:25][C:26]1[C:27]([NH2:45])=[CH:28][C:29]2[CH2:35][CH2:34][N:33]([CH2:36][CH2:37][N:38]3[CH2:43][CH2:42][O:41][CH2:40][CH2:39]3)[CH2:32][CH2:31][C:30]=2[CH:44]=1. No catalyst specified. The product is [Cl:23][C:5]1[C:6]([NH:8][C:9]2[CH:14]=[CH:13][C:12]([N:15]3[CH2:20][CH2:19][O:18][CH2:17][CH2:16]3)=[CH:11][C:10]=2[O:21][CH3:22])=[N:7][C:2]([NH:45][C:27]2[C:26]([O:25][CH3:24])=[CH:44][C:30]3[CH2:31][CH2:32][N:33]([CH2:36][CH2:37][N:38]4[CH2:43][CH2:42][O:41][CH2:40][CH2:39]4)[CH2:34][CH2:35][C:29]=3[CH:28]=2)=[N:3][CH:4]=1. The yield is 0.220. (2) The reactants are Cl.[NH2:2][C@H:3]([C:11]([OH:13])=[O:12])[CH2:4][C:5]1[CH:10]=[CH:9][CH:8]=[CH:7][CH:6]=1.[C:14](=N)([C:21]1[CH:26]=[CH:25][CH:24]=[CH:23][CH:22]=1)[C:15]1[CH:20]=[CH:19][CH:18]=[CH:17][CH:16]=1. The catalyst is C(Cl)Cl. The product is [C:15]1([C:14]([C:21]2[CH:22]=[CH:23][CH:24]=[CH:25][CH:26]=2)=[N:2][C@H:3]([C:11]([OH:13])=[O:12])[CH2:4][C:5]2[CH:10]=[CH:9][CH:8]=[CH:7][CH:6]=2)[CH:20]=[CH:19][CH:18]=[CH:17][CH:16]=1. The yield is 0.996. (3) The reactants are [C:1]([O:5][C:6]([NH:8][C@@H:9]([CH2:13][CH:14]1[CH2:19][CH2:18][CH2:17][CH2:16][CH2:15]1)[C:10]([OH:12])=O)=[O:7])([CH3:4])([CH3:3])[CH3:2].[F:20][C:21]([F:25])([F:24])[CH2:22][NH2:23].C(Cl)CCl.C1C=CC2N(O)N=NC=2C=1.CN1CCOCC1. The catalyst is C(Cl)Cl.O. The product is [F:20][C:21]([F:25])([F:24])[CH2:22][NH:23][C:10]([C@@H:9]([NH:8][C:6](=[O:7])[O:5][C:1]([CH3:2])([CH3:3])[CH3:4])[CH2:13][CH:14]1[CH2:19][CH2:18][CH2:17][CH2:16][CH2:15]1)=[O:12]. The yield is 0.800. (4) The reactants are [CH3:1][S:2]([NH:5][C:6]1[N:11]=[CH:10][C:9]([C:12]([OH:14])=[O:13])=[CH:8][N:7]=1)(=[O:4])=[O:3].[Cl:15][C:16]1[CH:17]=[N+:18]([O-:45])[CH:19]=[C:20]([Cl:44])[C:21]=1[CH2:22][C@@H:23]([C:29]1[CH:34]=[CH:33][C:32]([O:35][CH:36]([F:38])[F:37])=[C:31]([O:39][CH2:40][CH:41]2[CH2:43][CH2:42]2)[CH:30]=1)[O:24][C:25](=[O:28])[CH2:26]O.C(Cl)CCl. The catalyst is C(Cl)Cl.CN(C1C=CN=CC=1)C. The product is [Cl:44][C:20]1[CH:19]=[N+:18]([O-:45])[CH:17]=[C:16]([Cl:15])[C:21]=1[CH2:22][C@@H:23]([C:29]1[CH:34]=[CH:33][C:32]([O:35][CH:36]([F:38])[F:37])=[C:31]([O:39][CH2:40][CH:41]2[CH2:43][CH2:42]2)[CH:30]=1)[O:24][C:25](=[O:28])[CH2:26][O:13][C:12]([C:9]1[CH:8]=[N:7][C:6]([NH:5][S:2]([CH3:1])(=[O:3])=[O:4])=[N:11][CH:10]=1)=[O:14]. The yield is 0.456.